From a dataset of Catalyst prediction with 721,799 reactions and 888 catalyst types from USPTO. Predict which catalyst facilitates the given reaction. (1) Reactant: [F:1][C:2]1[CH:7]=[CH:6][CH:5]=[C:4]([F:8])[C:3]=1[N:9]1[C:14]2[N:15]=[C:16](S(C)(=O)=O)[N:17]=[C:18]([C:19]3[CH:20]=[C:21]([CH:26]=[CH:27][C:28]=3[CH3:29])[C:22]([NH:24][CH3:25])=[O:23])[C:13]=2[CH2:12][NH:11][C:10]1=[O:34].[CH3:35][N:36]([CH3:41])[CH2:37][CH2:38][CH2:39][NH2:40]. Product: [NH4+:9].[OH-:23].[F:1][C:2]1[CH:7]=[CH:6][CH:5]=[C:4]([F:8])[C:3]=1[N:9]1[C:14]2[N:15]=[C:16]([NH:40][CH2:39][CH2:38][CH2:37][N:36]([CH3:41])[CH3:35])[N:17]=[C:18]([C:19]3[CH:20]=[C:21]([CH:26]=[CH:27][C:28]=3[CH3:29])[C:22]([NH:24][CH3:25])=[O:23])[C:13]=2[CH2:12][NH:11][C:10]1=[O:34]. The catalyst class is: 1. (2) Reactant: [CH2:1]([O:3][C:4]([C:6]1[C:15](=[O:16])[N:14]2[C:9]([C:10]([CH3:18])=[C:11](Cl)[CH:12]=[CH:13]2)=[C:8]([CH:19]2[CH2:21][CH2:20]2)[CH:7]=1)=[O:5])[CH3:2].[CH3:22][O:23][C:24]1[CH:29]=[CH:28][C:27](B(O)O)=[CH:26][CH:25]=1.C([O-])([O-])=O.[Na+].[Na+]. Product: [CH2:1]([O:3][C:4]([C:6]1[C:15](=[O:16])[N:14]2[C:9]([C:10]([CH3:18])=[C:11]([C:27]3[CH:28]=[CH:29][C:24]([O:23][CH3:22])=[CH:25][CH:26]=3)[CH:12]=[CH:13]2)=[C:8]([CH:19]2[CH2:21][CH2:20]2)[CH:7]=1)=[O:5])[CH3:2]. The catalyst class is: 516.